Predict the reactants needed to synthesize the given product. From a dataset of Full USPTO retrosynthesis dataset with 1.9M reactions from patents (1976-2016). (1) Given the product [Cl:1][C:2]1[CH:7]=[CH:6][C:5]([NH:8][C:9]([C:11]2[CH:26]=[CH:25][C:14]([CH2:15][NH:16][C:17]([C@H:19]3[CH2:24][O:23][CH2:22][CH2:21][N:20]3[CH2:42][CH2:43][OH:44])=[O:18])=[C:13]([F:27])[C:12]=2[F:28])=[O:10])=[C:4]([N:29]2[CH2:34][CH2:33][N:32]([CH2:35][CH2:36][C:37]([F:39])([F:38])[F:40])[CH2:31][CH2:30]2)[CH:3]=1, predict the reactants needed to synthesize it. The reactants are: [Cl:1][C:2]1[CH:7]=[CH:6][C:5]([NH:8][C:9]([C:11]2[CH:26]=[CH:25][C:14]([CH2:15][NH:16][C:17]([C@H:19]3[CH2:24][O:23][CH2:22][CH2:21][NH:20]3)=[O:18])=[C:13]([F:27])[C:12]=2[F:28])=[O:10])=[C:4]([N:29]2[CH2:34][CH2:33][N:32]([CH2:35][CH2:36][C:37]([F:40])([F:39])[F:38])[CH2:31][CH2:30]2)[CH:3]=1.Br[CH2:42][CH2:43][OH:44].CCN(C(C)C)C(C)C.O. (2) The reactants are: C(OC([N:8]1[CH2:13][CH2:12][CH:11]([N:14]2[CH:18]=[C:17]([C:19]3[CH:20]=[N:21][C:22]([NH2:37])=[C:23]([O:25][C@@H:26]([C:28]4[C:33]([Cl:34])=[CH:32][CH:31]=[C:30]([F:35])[C:29]=4[Cl:36])[CH3:27])[CH:24]=3)[CH:16]=[N:15]2)[CH2:10][CH2:9]1)=O)(C)(C)C.[O:38]1CCOCC1. Given the product [C:26]([OH:38])(=[O:25])[CH3:28].[Cl:36][C:29]1[C:30]([F:35])=[CH:31][CH:32]=[C:33]([Cl:34])[C:28]=1[C@H:26]([O:25][C:23]1[C:22]([NH2:37])=[N:21][CH:20]=[C:19]([C:17]2[CH:16]=[N:15][N:14]([CH:11]3[CH2:12][CH2:13][NH:8][CH2:9][CH2:10]3)[CH:18]=2)[CH:24]=1)[CH3:27], predict the reactants needed to synthesize it. (3) The reactants are: [NH:1]1[CH:8]=[CH:7][C:5]([NH2:6])=[N:4][C:2]1=[O:3].[C:9]1([CH3:15])C=CC=C[CH:10]=1.C(N(CC)CC)C.[OH2:23]. Given the product [C:10]([NH:6][C:5]1[CH:7]=[CH:8][NH:1][C:2](=[O:3])[N:4]=1)(=[O:23])[CH2:9][CH3:15], predict the reactants needed to synthesize it. (4) Given the product [N:34]1[CH:35]=[CH:36][CH:37]=[CH:38][C:33]=1[CH2:32][NH:31][CH2:39][C:40]1[S:44][C:43]([C:45]([NH:47][C@H:48]([C:63]([OH:65])=[O:64])[CH2:49][CH2:50][CH2:51][NH2:52])=[O:46])=[CH:42][CH:41]=1, predict the reactants needed to synthesize it. The reactants are: FC(F)(F)C(O)=O.C1(SC)C=CC=CC=1.C1C(O)=CC=CC=1C.C([N:31]([CH2:39][C:40]1[S:44][C:43]([C:45]([NH:47][C@H:48]([C:63]([OH:65])=[O:64])[CH2:49][CH2:50][CH2:51][NH:52]C(OCC2C=CC=CC=2)=O)=[O:46])=[CH:42][CH:41]=1)[CH2:32][C:33]1[CH:38]=[CH:37][CH:36]=[CH:35][N:34]=1)(OC(C)(C)C)=O. (5) Given the product [C:7]([O:11][C:12]([NH:14][C@H:15]([CH2:20][C:21]1[CH:26]=[CH:25][C:24]([C:21]2[CH:26]=[CH:25][CH:24]=[C:23]([CH:1]=[O:4])[CH:22]=2)=[CH:23][CH:22]=1)[C:16]([O:18][CH3:19])=[O:17])=[O:13])([CH3:10])([CH3:9])[CH3:8], predict the reactants needed to synthesize it. The reactants are: [C:1](=[O:4])([O-])[O-].[K+].[K+].[C:7]([O:11][C:12]([NH:14][C@H:15]([CH2:20][C:21]1[CH:26]=[CH:25][C:24](OS(C(F)(F)F)(=O)=O)=[CH:23][CH:22]=1)[C:16]([O:18][CH3:19])=[O:17])=[O:13])([CH3:10])([CH3:9])[CH3:8].